Dataset: Forward reaction prediction with 1.9M reactions from USPTO patents (1976-2016). Task: Predict the product of the given reaction. (1) The product is: [C:1]([C:3]1[C:4](=[O:5])[NH:6][C:7]2[CH:11]=[CH:10][N:9]([C:12]3[CH:13]=[CH:14][C:15]([C:18]([O:20][CH2:21][CH3:22])=[O:19])=[CH:16][CH:17]=3)[C:8]=2[C:23]=1[OH:25])#[N:2]. Given the reactants [C:1]([CH2:3][C:4]([NH:6][C:7]1[CH:11]=[CH:10][N:9]([C:12]2[CH:17]=[CH:16][C:15]([C:18]([O:20][CH2:21][CH3:22])=[O:19])=[CH:14][CH:13]=2)[C:8]=1[C:23]([O:25]CC)=O)=[O:5])#[N:2].[H-].[Na+].O, predict the reaction product. (2) Given the reactants CO[C:3](=[O:24])[C:4]1[CH:9]=[CH:8][C:7]([O:10][CH2:11][C:12]2[C:13]([CH:18]3[CH2:23][CH2:22][CH2:21][CH2:20][CH2:19]3)=[N:14][O:15][C:16]=2[CH3:17])=[N:6][CH:5]=1.[CH:25]1([NH2:28])[CH2:27][CH2:26]1, predict the reaction product. The product is: [CH:18]1([C:13]2[C:12]([CH2:11][O:10][C:7]3[CH:8]=[CH:9][C:4]([C:3]([NH:28][CH:25]4[CH2:27][CH2:26]4)=[O:24])=[CH:5][N:6]=3)=[C:16]([CH3:17])[O:15][N:14]=2)[CH2:19][CH2:20][CH2:21][CH2:22][CH2:23]1. (3) Given the reactants Cl.O[CH:3]([C:22]1[CH:23]=[N:24][CH:25]=[CH:26][C:27]=1[NH:28][C:29](=[O:34])C(C)(C)C)[CH:4]([CH:9]1[CH2:14][CH2:13][N:12](C(OC(C)(C)C)=O)[CH2:11][CH2:10]1)C(OC)=O, predict the reaction product. The product is: [NH:12]1[CH2:11][CH2:10][CH:9]([C:4]2[C:29](=[O:34])[NH:28][C:27]3[C:22]([CH:3]=2)=[CH:23][N:24]=[CH:25][CH:26]=3)[CH2:14][CH2:13]1. (4) Given the reactants C(=O)([O-])[O-].[Na+].[Na+].C1(P(C2C=CC=CC=2)[C:14]2[CH:19]=[CH:18][CH:17]=[CH:16][C:15]=2[O:20][C:21]2C=CC=CC=2P(C2C=CC=CC=2)C2C=CC=CC=2)C=CC=CC=1.[OH:46][C:47]1[C:59]([C:60]([F:63])([F:62])[F:61])=[C:58](COC2C=CC(B3OC(C)(C)C(C)(C)O3)=CC=2)[CH:57]=[CH:56][C:48]=1[C:49]([O:51][C:52]([CH3:55])([CH3:54])[CH3:53])=[O:50].[CH3:81][O:82][C:83]1[CH:84]=[C:85]([CH2:97][C:98]([O:100]C)=[O:99])[CH:86]=[CH:87][C:88]=1OS(C(F)(F)F)(=O)=O, predict the reaction product. The product is: [C:52]([O:51][C:49]([C:48]1[C:47]([OH:46])=[C:59]([C:60]([F:62])([F:61])[F:63])[CH:58]=[CH:57][C:56]=1[CH2:21][O:20][C:15]1[CH:16]=[CH:17][C:18]([C:88]2[CH:87]=[CH:86][C:85]([CH2:97][C:98]([OH:100])=[O:99])=[CH:84][C:83]=2[O:82][CH3:81])=[CH:19][CH:14]=1)=[O:50])([CH3:55])([CH3:53])[CH3:54]. (5) Given the reactants [Cl:1][C:2]1[CH:3]=[N:4][CH:5]=[C:6]([Cl:26])[C:7]=1[NH:8][C:9]1[NH:10][C:11]2[C:17]3[CH2:18][C:19]([CH3:22])([CH3:21])[O:20][C:16]=3[C:15]([C:23]([OH:25])=O)=[CH:14][C:12]=2[N:13]=1.F[B-](F)(F)F.[N:32]1(OC(N(C)C)=[N+](C)C)[C:36]2[CH:37]=[CH:38][CH:39]=[CH:40][C:35]=2N=N1.CN1CCOCC1.C(N)CCCCC, predict the reaction product. The product is: [Cl:1][C:2]1[CH:3]=[N:4][CH:5]=[C:6]([Cl:26])[C:7]=1[NH:8][C:9]1[NH:10][C:11]2[C:17]3[CH2:18][C:19]([CH3:22])([CH3:21])[O:20][C:16]=3[C:15]([C:23]([NH:32][CH2:36][CH2:35][CH2:40][CH2:39][CH2:38][CH3:37])=[O:25])=[CH:14][C:12]=2[N:13]=1. (6) Given the reactants [CH3:1][C:2]1([CH3:28])[CH2:5][CH:4]([CH:6]([NH:16][C:17]2[C:26]([CH3:27])=[CH:25][C:24]3[C:19](=[CH:20][CH:21]=[CH:22][CH:23]=3)[N:18]=2)[C:7]2[CH:15]=[CH:14][C:10]([C:11](O)=[O:12])=[CH:9][CH:8]=2)[CH2:3]1.Cl.[CH2:30]([O:32][C:33](=[O:37])[CH2:34][CH2:35][NH2:36])[CH3:31].C(N(CC)CC)C, predict the reaction product. The product is: [CH2:30]([O:32][C:33](=[O:37])[CH2:34][CH2:35][NH:36][C:11](=[O:12])[C:10]1[CH:14]=[CH:15][C:7]([CH:6]([CH:4]2[CH2:3][C:2]([CH3:1])([CH3:28])[CH2:5]2)[NH:16][C:17]2[C:26]([CH3:27])=[CH:25][C:24]3[C:19](=[CH:20][CH:21]=[CH:22][CH:23]=3)[N:18]=2)=[CH:8][CH:9]=1)[CH3:31].